From a dataset of Reaction yield outcomes from USPTO patents with 853,638 reactions. Predict the reaction yield, written as a fraction of the theoretical maximum amount of product (1.0 means a 100% yield; for example, 0.34 means a 34% yield). (1) The reactants are [C:1]1([C:7]2[CH:8]=[C:9]([C:16]#[N:17])[S:10][C:11]=2[C:12]([F:15])([F:14])[F:13])[CH:6]=[CH:5][CH:4]=[CH:3][CH:2]=1.[NH2:18][OH:19].CCOC(C)=O.CCCCCCC. The catalyst is C(O)C. The product is [OH:19]/[N:18]=[C:16](/[C:9]1[S:10][C:11]([C:12]([F:15])([F:13])[F:14])=[C:7]([C:1]2[CH:6]=[CH:5][CH:4]=[CH:3][CH:2]=2)[CH:8]=1)\[NH2:17]. The yield is 1.01. (2) The reactants are [Cl:1][C:2]1[C:11]2[C:6](=[CH:7][C:8]([S:12]([N:15]([C:25]3[CH:29]=[CH:28][O:27][N:26]=3)[CH2:16][C:17]3[CH:22]=[CH:21][C:20]([O:23][CH3:24])=[CH:19][CH:18]=3)(=[O:14])=[O:13])=[CH:9][CH:10]=2)[CH:5]=[C:4](Cl)[N:3]=1.[Cl:31][C:32]1[CH:37]=[C:36](B(O)O)[C:35]([O:41][CH3:42])=[CH:34][C:33]=1[C:43]1[CH:48]=[CH:47][CH:46]=[C:45]([F:49])[CH:44]=1.C(=O)([O-])[O-].[Na+].[Na+]. No catalyst specified. The product is [Cl:1][C:2]1[N:3]=[C:4]([C:36]2[C:35]([O:41][CH3:42])=[CH:34][C:33]([C:43]3[CH:48]=[CH:47][CH:46]=[C:45]([F:49])[CH:44]=3)=[C:32]([Cl:31])[CH:37]=2)[C:5]2[C:10]([CH:11]=1)=[CH:9][C:8]([S:12]([N:15]([C:25]1[CH:29]=[CH:28][O:27][N:26]=1)[CH2:16][C:17]1[CH:18]=[CH:19][C:20]([O:23][CH3:24])=[CH:21][CH:22]=1)(=[O:13])=[O:14])=[CH:7][CH:6]=2. The yield is 0.600. (3) The reactants are Cl[C:2]1[N:7]=[C:6]([Cl:8])[CH:5]=[CH:4][N:3]=1.[NH2:9][CH2:10][CH2:11][C:12]1[CH:17]=[CH:16][C:15]([OH:18])=[CH:14][CH:13]=1. The catalyst is CN(C=O)C. The product is [Cl:8][C:6]1[CH:5]=[CH:4][N:3]=[C:2]([NH:9][CH2:10][CH2:11][C:12]2[CH:17]=[CH:16][C:15]([OH:18])=[CH:14][CH:13]=2)[N:7]=1. The yield is 0.150. (4) The reactants are Cl[CH2:2][C:3]([CH2:12]Cl)=[CH:4][C:5]([O:7][C:8]([CH3:11])([CH3:10])[CH3:9])=[O:6].C(=O)([O-])[O-].[K+].[K+].Cl.Cl.[CH2:22]([NH:24][NH:25][CH2:26][CH3:27])[CH3:23].[I-].[K+]. The catalyst is C(#N)C. The product is [CH2:22]([N:24]1[CH2:12][C:3](=[CH:4][C:5]([O:7][C:8]([CH3:11])([CH3:10])[CH3:9])=[O:6])[CH2:2][N:25]1[CH2:26][CH3:27])[CH3:23]. The yield is 0.820. (5) The reactants are [CH3:1][CH:2]1[CH2:6][CH2:5][CH2:4][N:3]1[CH2:7][C:8]1[CH:9]=[N:10][CH:11]=[C:12](B2OC(C)(C)C(C)(C)O2)[CH:13]=1.Br[C:24]1[CH:25]=[C:26]2[C:30](=[C:31]([C:33]([NH2:35])=[O:34])[CH:32]=1)[NH:29][CH:28]=[C:27]2[CH:36]1[CH2:41][CH2:40][N:39]([S:42]([CH2:45][CH3:46])(=[O:44])=[O:43])[CH2:38][CH2:37]1.C(=O)([O-])[O-].[K+].[K+]. No catalyst specified. The product is [CH2:45]([S:42]([N:39]1[CH2:38][CH2:37][CH:36]([C:27]2[C:26]3[C:30](=[C:31]([C:33]([NH2:35])=[O:34])[CH:32]=[C:24]([C:12]4[CH:11]=[N:10][CH:9]=[C:8]([CH2:7][N:3]5[CH2:4][CH2:5][CH2:6][CH:2]5[CH3:1])[CH:13]=4)[CH:25]=3)[NH:29][CH:28]=2)[CH2:41][CH2:40]1)(=[O:44])=[O:43])[CH3:46]. The yield is 0.160. (6) The reactants are [C:1]([O:5][C:6]([N:8]1[CH2:13][C@H:12]([CH2:14][OH:15])[NH:11][CH2:10][C@H:9]1[CH3:16])=[O:7])([CH3:4])([CH3:3])[CH3:2].[F:17][C:18]([C:23]1[CH:24]=[C:25]2[NH:31][CH2:30][C:29]([CH3:33])([CH3:32])[C:26]2=[N:27][CH:28]=1)([F:22])[CH2:19][CH2:20][CH3:21].Cl[CH2:35][C:36](Cl)=[O:37].CCN(C(C)C)C(C)C. No catalyst specified. The product is [C:1]([O:5][C:6]([N:8]1[CH2:13][C@H:12]([CH2:14][OH:15])[N:11]([CH2:35][C:36]([N:31]2[C:25]3[C:26](=[N:27][CH:28]=[C:23]([C:18]([F:22])([F:17])[CH2:19][CH2:20][CH3:21])[CH:24]=3)[C:29]([CH3:32])([CH3:33])[CH2:30]2)=[O:37])[CH2:10][C@H:9]1[CH3:16])=[O:7])([CH3:4])([CH3:3])[CH3:2]. The yield is 0.600.